Dataset: Forward reaction prediction with 1.9M reactions from USPTO patents (1976-2016). Task: Predict the product of the given reaction. (1) Given the reactants Cl[C:2]1[C:11]2=[N:12][N:13](CC3C=CC(OC)=CC=3)[CH:14]=[C:10]2[C:9]2[CH:8]=[CH:7][C:6]([O:24][CH3:25])=[CH:5][C:4]=2[N:3]=1.[CH:26]1([C:29]2[NH:33][N:32]=[C:31]([NH2:34])[CH:30]=2)[CH2:28][CH2:27]1.Cl, predict the reaction product. The product is: [CH:26]1([C:29]2[NH:33][N:32]=[C:31]([NH:34][C:2]3[C:11]4=[N:12][NH:13][CH:14]=[C:10]4[C:9]4[CH:8]=[CH:7][C:6]([O:24][CH3:25])=[CH:5][C:4]=4[N:3]=3)[CH:30]=2)[CH2:28][CH2:27]1. (2) Given the reactants [CH2:1]([N:3]([CH2:26][CH3:27])[C:4]([C:6]1[CH:7]=[CH:8][C:9]2[C:10](=[C:20]3[CH2:25][CH2:24][NH:23][CH2:22][CH2:21]3)[C:11]3[C:16]([O:17][C:18]=2[CH:19]=1)=[CH:15][CH:14]=[CH:13][CH:12]=3)=[O:5])[CH3:2].[C:28](O)(C(F)(F)F)=[O:29], predict the reaction product. The product is: [CH2:26]([N:3]([CH2:1][CH3:2])[C:4]([C:6]1[CH:7]=[CH:8][C:9]2[CH:10]([CH:20]3[CH2:25][CH2:24][NH:23][CH2:22][CH2:21]3)[C:11]3[C:16]([O:17][C:18]=2[CH:19]=1)=[C:15]([O:29][CH3:28])[CH:14]=[CH:13][CH:12]=3)=[O:5])[CH3:27].